From a dataset of Full USPTO retrosynthesis dataset with 1.9M reactions from patents (1976-2016). Predict the reactants needed to synthesize the given product. (1) Given the product [C:18]([O:21][CH2:22][C:23]1[C:24]([N:32]2[N:41]=[CH:40][C:39]3[C:34](=[C:35]([F:46])[CH:36]=[C:37]([C:42]([CH3:44])([CH3:43])[CH3:45])[CH:38]=3)[C:33]2=[O:47])=[N:25][CH:26]=[CH:27][C:28]=1[C:2]1[CH:3]=[C:4]([NH:10][C:11]2[CH:15]=[C:14]([CH3:16])[N:13]([CH3:17])[N:12]=2)[C:5](=[O:9])[N:6]([CH3:8])[CH:7]=1)(=[O:20])[CH3:19], predict the reactants needed to synthesize it. The reactants are: Br[C:2]1[CH:3]=[C:4]([NH:10][C:11]2[CH:15]=[C:14]([CH3:16])[N:13]([CH3:17])[N:12]=2)[C:5](=[O:9])[N:6]([CH3:8])[CH:7]=1.[C:18]([O:21][CH2:22][C:23]1[C:24]([N:32]2[N:41]=[CH:40][C:39]3[C:34](=[C:35]([F:46])[CH:36]=[C:37]([C:42]([CH3:45])([CH3:44])[CH3:43])[CH:38]=3)[C:33]2=[O:47])=[N:25][CH:26]=[CH:27][C:28]=1B(O)O)(=[O:20])[CH3:19].[O-]P([O-])([O-])=O.[K+].[K+].[K+].C([O-])(=O)C.[Na+]. (2) Given the product [Br:1][C:2]1[CH:23]=[N:22][C:5]2[N:6]([CH2:20][CH3:21])[C:7]3[N:15]=[C:14]([C:16]([F:17])([F:18])[F:19])[CH:13]=[CH:12][C:8]=3[N:9]([CH3:26])[C:10](=[O:11])[C:4]=2[CH:3]=1, predict the reactants needed to synthesize it. The reactants are: [Br:1][C:2]1[CH:23]=[N:22][C:5]2[N:6]([CH2:20][CH3:21])[C:7]3[N:15]=[C:14]([C:16]([F:19])([F:18])[F:17])[CH:13]=[CH:12][C:8]=3[NH:9][C:10](=[O:11])[C:4]=2[CH:3]=1.[H-].[Na+].[CH3:26]I. (3) Given the product [CH3:11][O:10][C:4]1[CH:3]=[C:2]([O:1][CH2:24][CH2:23][N:22]2[CH2:15][CH2:14][N:19]([CH3:18])[CH2:20][CH2:21]2)[CH:9]=[CH:8][C:5]=1[CH:6]=[O:7], predict the reactants needed to synthesize it. The reactants are: [OH:1][C:2]1[CH:9]=[CH:8][C:5]([CH:6]=[O:7])=[C:4]([O:10][CH3:11])[CH:3]=1.[H-].[Na+].[CH2:14](Br)[CH2:15]Br.[CH3:18][N:19]1[CH2:24][CH2:23][NH:22][CH2:21][CH2:20]1.